This data is from Full USPTO retrosynthesis dataset with 1.9M reactions from patents (1976-2016). The task is: Predict the reactants needed to synthesize the given product. (1) Given the product [OH:25][CH:26]1[CH2:29][N:28]([C:30]2[N:31]=[CH:32][C:33]([NH:36][C:20]([C:7]3[N:8]([CH2:12][C:13]4[CH:18]=[CH:17][CH:16]=[C:15]([F:19])[CH:14]=4)[C:9]4[C:5]([CH:6]=3)=[CH:4][C:3]([C:2]([F:23])([F:1])[F:24])=[CH:11][CH:10]=4)=[O:22])=[CH:34][CH:35]=2)[CH2:27]1, predict the reactants needed to synthesize it. The reactants are: [F:1][C:2]([F:24])([F:23])[C:3]1[CH:4]=[C:5]2[C:9](=[CH:10][CH:11]=1)[N:8]([CH2:12][C:13]1[CH:18]=[CH:17][CH:16]=[C:15]([F:19])[CH:14]=1)[C:7]([C:20]([OH:22])=O)=[CH:6]2.[OH:25][CH:26]1[CH2:29][N:28]([C:30]2[CH:35]=[CH:34][C:33]([NH2:36])=[CH:32][N:31]=2)[CH2:27]1. (2) Given the product [C:21]([C:17]1[CH:16]=[C:15]([NH:14][C:13]([N:40]2[CH2:41][C@H:36]([CH3:35])[N:37]([C:43]3[CH:50]=[CH:49][C:46]([C:47]#[N:48])=[C:45]([C:51]([F:53])([F:52])[F:54])[CH:44]=3)[CH2:38][C@H:39]2[CH3:42])=[O:24])[CH:20]=[CH:19][N:18]=1)(=[O:23])[CH3:22], predict the reactants needed to synthesize it. The reactants are: FC(F)(F)C(O)=O.C(O[C:13](=[O:24])[NH:14][C:15]1[CH:20]=[CH:19][N:18]=[C:17]([C:21](=[O:23])[CH3:22])[CH:16]=1)(C)(C)C.ClC(OC1C=CC=CC=1)=O.[CH3:35][C@H:36]1[CH2:41][NH:40][C@H:39]([CH3:42])[CH2:38][N:37]1[C:43]1[CH:50]=[CH:49][C:46]([C:47]#[N:48])=[C:45]([C:51]([F:54])([F:53])[F:52])[CH:44]=1. (3) Given the product [CH:23]1[C:18]2[S:24][C:25]3[C:26]4[CH:38]=[C:37]5[C:32]([CH:33]=[CH:34][CH:35]=[CH:36]5)=[CH:31][C:27]=4[S:28][C:29]=3[C:19]=2[CH:20]=[CH:21][CH:22]=1, predict the reactants needed to synthesize it. The reactants are: C1(SC2C3C=CC=CC=3SC=2I)C=CC=CC=1.[C:18]1([S:24][C:25]2[C:26]3[CH:38]=[C:37]4[C:32]([CH:33]=[CH:34][CH:35]=[CH:36]4)=[CH:31][C:27]=3[S:28][C:29]=2I)[CH:23]=[CH:22][CH:21]=[CH:20][CH:19]=1.